From a dataset of Catalyst prediction with 721,799 reactions and 888 catalyst types from USPTO. Predict which catalyst facilitates the given reaction. (1) The catalyst class is: 272. Product: [CH2:7]([N:6]1[C:2]([NH:1][C:17](=[O:18])[C:16]2[CH:20]=[CH:21][CH:22]=[CH:23][C:15]=2[F:14])=[C:3]([C:12]#[N:13])[C:4]([CH3:11])=[N:5]1)[CH2:8][CH2:9][CH3:10]. Reactant: [NH2:1][C:2]1[N:6]([CH2:7][CH2:8][CH2:9][CH3:10])[N:5]=[C:4]([CH3:11])[C:3]=1[C:12]#[N:13].[F:14][C:15]1[CH:23]=[CH:22][CH:21]=[CH:20][C:16]=1[C:17](Cl)=[O:18]. (2) Reactant: [CH3:1][O:2][C:3]1[CH:21]=[C:20]([O:22][CH3:23])[CH:19]=[CH:18][C:4]=1[CH2:5][NH:6][C:7](=[O:17])[NH:8][C@@H:9]([CH:14]([CH3:16])[CH3:15])[C:10](OC)=[O:11].CCN(CC)CC. Product: [CH3:1][O:2][C:3]1[CH:21]=[C:20]([O:22][CH3:23])[CH:19]=[CH:18][C:4]=1[CH2:5][N:6]1[C:10](=[O:11])[C@H:9]([CH:14]([CH3:16])[CH3:15])[NH:8][C:7]1=[O:17]. The catalyst class is: 5. (3) Reactant: [CH3:1][N:2]([CH3:27])[C:3]([C:5]1[C:26]2[C:21](=[CH:22][CH:23]=[CH:24][CH:25]=2)[C:8]2([CH2:13][CH2:12][N:11](C(OC(C)(C)C)=O)[CH2:10][CH2:9]2)[CH2:7][CH:6]=1)=[O:4].C(O)(C(F)(F)F)=O. Product: [CH3:1][N:2]([CH3:27])[C:3]([C:5]1[C:26]2[C:21](=[CH:22][CH:23]=[CH:24][CH:25]=2)[C:8]2([CH2:13][CH2:12][NH:11][CH2:10][CH2:9]2)[CH2:7][CH:6]=1)=[O:4]. The catalyst class is: 4. (4) Reactant: Cl[C:2]1[C:7]([C:8]([F:11])([F:10])[F:9])=[CH:6][N:5]=[C:4]([O:12][CH3:13])[N:3]=1.C([Sn](CCCC)(CCCC)[C:19]([O:21]CC)=[CH2:20])CCC. Product: [CH3:13][O:12][C:4]1[N:3]=[C:2]([C:19](=[O:21])[CH3:20])[C:7]([C:8]([F:11])([F:10])[F:9])=[CH:6][N:5]=1. The catalyst class is: 109. (5) Reactant: [NH2:1][C:2]1[CH:7]=[CH:6][C:5]([C:8]2[CH:24]=[CH:23][C:11]([C:12]([NH:14][CH2:15][CH2:16][N:17]3[CH2:22][CH2:21][CH2:20][CH2:19][CH2:18]3)=[O:13])=[C:10]([NH:25][CH2:26][CH3:27])[N:9]=2)=[CH:4][CH:3]=1.C(N(CC)CC)C.[C:35]([O:39][C:40](=[O:50])[NH:41][C:42]1[CH:47]=[CH:46][C:45]([CH2:48][NH2:49])=[CH:44][N:43]=1)([CH3:38])([CH3:37])[CH3:36].C1C[O:54][CH2:53]C1. Product: [C:35]([O:39][C:40](=[O:50])[NH:41][C:42]1[CH:47]=[CH:46][C:45]([CH2:48][NH:49][C:53]([NH:1][C:2]2[CH:7]=[CH:6][C:5]([C:8]3[CH:24]=[CH:23][C:11]([C:12](=[O:13])[NH:14][CH2:15][CH2:16][N:17]4[CH2:22][CH2:21][CH2:20][CH2:19][CH2:18]4)=[C:10]([NH:25][CH2:26][CH3:27])[N:9]=3)=[CH:4][CH:3]=2)=[O:54])=[CH:44][N:43]=1)([CH3:38])([CH3:36])[CH3:37]. The catalyst class is: 142. (6) Reactant: C(N(CC)CC)C.[C:8](Cl)(=[O:13])[C:9]([CH3:12])([CH3:11])[CH3:10].[NH2:15][C:16]1[N:21]=[C:20]([C:22]2[CH:29]=[CH:28][C:25]([C:26]#[N:27])=[C:24]([F:30])[CH:23]=2)[CH:19]=[C:18]([N:31]2[C@H:36]([CH3:37])[CH2:35][O:34][C@H:33]([CH2:38][NH2:39])[CH2:32]2)[N:17]=1. Product: [NH2:15][C:16]1[N:17]=[C:18]([N:31]2[C@H:36]([CH3:37])[CH2:35][O:34][C@H:33]([CH2:38][NH:39][C:8](=[O:13])[C:9]([CH3:12])([CH3:11])[CH3:10])[CH2:32]2)[CH:19]=[C:20]([C:22]2[CH:29]=[CH:28][C:25]([C:26]#[N:27])=[C:24]([F:30])[CH:23]=2)[N:21]=1. The catalyst class is: 1.